This data is from Forward reaction prediction with 1.9M reactions from USPTO patents (1976-2016). The task is: Predict the product of the given reaction. Given the reactants [H-].[Na+].[OH:3][CH:4]1[CH2:9][CH2:8][N:7]([C:10]([O:12][C:13]([CH3:16])([CH3:15])[CH3:14])=[O:11])[CH2:6][CH2:5]1.[Si:17]([O:34][CH2:35][C:36]1[CH:41]=[C:40]([C:42]([F:45])([F:44])[F:43])[N:39]=[C:38](Cl)[CH:37]=1)([C:30]([CH3:33])([CH3:32])[CH3:31])([C:24]1[CH:29]=[CH:28][CH:27]=[CH:26][CH:25]=1)[C:18]1[CH:23]=[CH:22][CH:21]=[CH:20][CH:19]=1, predict the reaction product. The product is: [Si:17]([O:34][CH2:35][C:36]1[CH:41]=[C:40]([C:42]([F:45])([F:43])[F:44])[N:39]=[C:38]([O:3][CH:4]2[CH2:5][CH2:6][N:7]([C:10]([O:12][C:13]([CH3:16])([CH3:15])[CH3:14])=[O:11])[CH2:8][CH2:9]2)[CH:37]=1)([C:30]([CH3:33])([CH3:31])[CH3:32])([C:24]1[CH:25]=[CH:26][CH:27]=[CH:28][CH:29]=1)[C:18]1[CH:19]=[CH:20][CH:21]=[CH:22][CH:23]=1.